Dataset: Blood-brain barrier permeability classification from the B3DB database. Task: Regression/Classification. Given a drug SMILES string, predict its absorption, distribution, metabolism, or excretion properties. Task type varies by dataset: regression for continuous measurements (e.g., permeability, clearance, half-life) or binary classification for categorical outcomes (e.g., BBB penetration, CYP inhibition). Dataset: b3db_classification. (1) The molecule is O=C(OCCN1CCOCC1)c1cccnc1Nc1cccc(C(F)(F)F)c1. The result is 0 (does not penetrate BBB). (2) The compound is CC1CC2C3CC(F)C4=CC(=O)C=CC4(C)C3(Cl)C(O)CC2(C)C1C(=O)CO. The result is 1 (penetrates BBB). (3) The drug is CN[C@@H](C)C(=O)c1ccc(OC)cc1. The result is 0 (does not penetrate BBB). (4) The compound is CC1(C)SC2C(NC(=O)c3nc4ccccc4nc3C(=O)O)C(=O)N2C1C(=O)O. The result is 0 (does not penetrate BBB). (5) The drug is O=C(CCCN1CCC(O)(c2ccc(Cl)c(C(F)(F)F)c2)CC1)c1ccc(F)cc1. The result is 1 (penetrates BBB). (6) The drug is COc1ccc2nc([S@+]([O-])Cc3ncc(C)c(OC)c3C)[nH]c2c1. The result is 0 (does not penetrate BBB). (7) The compound is COc1cccc2c1C(=O)c1c(O)c3c(c(O)c1C2=O)C[C@](O)(C(=O)CO)C[C@H]3OC1CC(N)CC(C)O1. The result is 0 (does not penetrate BBB). (8) The molecule is CNC[C@H]1CN(c2ccc(OCc3cccc(Cl)c3)cc2)C(=O)O1. The result is 1 (penetrates BBB). (9) The result is 0 (does not penetrate BBB). The molecule is Cc1cc(C(C)(C(=O)OCCOCCOCCO)c2cc(C)c(O)c(C(C)(C)C)c2)cc(C(C)(C)C)c1O.